Dataset: Full USPTO retrosynthesis dataset with 1.9M reactions from patents (1976-2016). Task: Predict the reactants needed to synthesize the given product. Given the product [CH3:5][O:6][C:7](=[O:11])[C:8]([C:15]1[C:16]2[C:21](=[CH:20][CH:19]=[CH:18][CH:17]=2)[C:12]([OH:22])=[CH:13][CH:14]=1)=[O:9], predict the reactants needed to synthesize it. The reactants are: [Al+3].[Cl-].[Cl-].[Cl-].[CH3:5][O:6][C:7](=[O:11])[C:8](Cl)=[O:9].[C:12]1([OH:22])[C:21]2[C:16](=[CH:17][CH:18]=[CH:19][CH:20]=2)[CH:15]=[CH:14][CH:13]=1.O.